From a dataset of Forward reaction prediction with 1.9M reactions from USPTO patents (1976-2016). Predict the product of the given reaction. (1) Given the reactants [CH3:1][O:2][C:3](=[O:12])[C:4]1[CH:9]=[CH:8][C:7]([OH:10])=[C:6]([NH2:11])[CH:5]=1.C(=O)([O-])[O-].[K+].[K+].[CH2:19](Br)[CH:20]=[C:21]([CH2:23][CH2:24][CH:25]=[C:26]([CH2:28][CH2:29][CH:30]=[C:31]([CH3:33])[CH3:32])[CH3:27])[CH3:22], predict the reaction product. The product is: [CH3:1][O:2][C:3](=[O:12])[C:4]1[CH:9]=[CH:8][C:7]([OH:10])=[C:6]([N:11]([CH2:19][CH:20]=[C:21]([CH3:22])[CH2:23][CH2:24][CH:25]=[C:26]([CH3:27])[CH2:28][CH2:29][CH:30]=[C:31]([CH3:33])[CH3:32])[CH2:19][CH:20]=[C:21]([CH3:22])[CH2:23][CH2:24][CH:25]=[C:26]([CH3:27])[CH2:28][CH2:29][CH:30]=[C:31]([CH3:33])[CH3:32])[CH:5]=1. (2) Given the reactants [Cl:1][C:2]1[CH:7]=[CH:6][C:5]([S:8]([C:11]2([C:23]3[CH:28]=[C:27]([F:29])[CH:26]=[CH:25][C:24]=3[F:30])[CH2:16][CH2:15][CH:14]([CH2:17][CH2:18][S:19]([NH2:22])(=[O:21])=[O:20])[CH2:13][CH2:12]2)(=[O:10])=[O:9])=[CH:4][CH:3]=1.Cl.CN(C)CCCN=C=NCC.CN(C1C=CC=CN=1)C.[C:52](O)(=[O:54])[CH3:53], predict the reaction product. The product is: [C:52]([NH:22][S:19]([CH2:18][CH2:17][CH:14]1[CH2:13][CH2:12][C:11]([S:8]([C:5]2[CH:6]=[CH:7][C:2]([Cl:1])=[CH:3][CH:4]=2)(=[O:9])=[O:10])([C:23]2[CH:28]=[C:27]([F:29])[CH:26]=[CH:25][C:24]=2[F:30])[CH2:16][CH2:15]1)(=[O:21])=[O:20])(=[O:54])[CH3:53]. (3) Given the reactants C[C@@H]1O[C@@H](O[C@H]2[C@H](O)[C@@H](O)[C@H](NC(N)=N)[C@@H](O)[C@@H]2NC(N)=N)[C@H]([O:25][C@@H:26]2[O:31][C@@H:30]([CH2:32]O)[C@H:29](O)[C@@H:28](O)[C@@H:27]2[NH:36]C)[C@@]1(O)C=O.C1[C@H]([NH2:47])[C@@H](O[C@H]2O[C@H](CN)[C@@H](O)[C@H](O)[C@H]2O)[C@H](O)[C@@H](O[C@H]2O[C@H](CO)[C@@H](O)[C@H](N)[C@H]2O)[C@@H]1N, predict the reaction product. The product is: [NH2:36][C@H:27]([C:26]([OH:31])=[O:25])[CH2:28][CH2:29][CH2:30][CH2:32][NH2:47]. (4) Given the reactants [Br:1][C:2]1[C:7]([CH3:8])=[CH:6][C:5]([CH3:9])=[CH:4][C:3]=1[CH3:10].C1C(=O)N(Br)[C:13](=[O:14])C1.C(OOC(=O)C1C=CC=CC=1)(=O)C1C=CC=CC=1, predict the reaction product. The product is: [Br:1][C:2]1[C:7]([CH3:8])=[CH:6][C:5]([CH2:9][O:14][CH3:13])=[CH:4][C:3]=1[CH3:10]. (5) Given the reactants [Na].[CH2:2]([C:4]1[CH:17]=[CH:16][C:7]([O:8][C:9]2[CH:14]=[CH:13][CH:12]=[C:11](F)[N:10]=2)=[C:6]([O:18][CH3:19])[CH:5]=1)[CH3:3].[CH2:20]([OH:22])[CH3:21], predict the reaction product. The product is: [CH2:20]([O:22][C:11]1[CH:12]=[CH:13][CH:14]=[C:9]([O:8][C:7]2[CH:16]=[CH:17][C:4]([CH2:2][CH3:3])=[CH:5][C:6]=2[O:18][CH3:19])[N:10]=1)[CH3:21]. (6) Given the reactants [Li]CCCC.Br[C:7]1[CH:22]=[CH:21][C:10]([O:11][CH2:12][CH2:13][O:14][CH:15]2[CH2:20][CH2:19][CH2:18][CH2:17][O:16]2)=[C:9]([C:23]([F:26])([F:25])[F:24])[CH:8]=1.[B:27](OC(C)C)([O:32]C(C)C)[O:28]C(C)C, predict the reaction product. The product is: [O:16]1[CH2:17][CH2:18][CH2:19][CH2:20][CH:15]1[O:14][CH2:13][CH2:12][O:11][C:10]1[CH:21]=[CH:22][C:7]([B:27]([OH:32])[OH:28])=[CH:8][C:9]=1[C:23]([F:26])([F:25])[F:24].